From a dataset of HIV replication inhibition screening data with 41,000+ compounds from the AIDS Antiviral Screen. Binary Classification. Given a drug SMILES string, predict its activity (active/inactive) in a high-throughput screening assay against a specified biological target. (1) The result is 0 (inactive). The drug is O=C1CC(c2ccco2)NC(=O)N1CCCl. (2) The drug is CCOC(=O)C=C(CN1C(=O)c2ccccc2C1=O)c1ccccc1. The result is 0 (inactive). (3) The result is 0 (inactive). The compound is COC(=O)C(C(=O)C(=O)Nc1c(C)cccc1C(C)(C)C)c1nc2ccc(Cl)cc2nc1O. (4) The compound is Cl[Hg]Cl.O=c1c2ccccc2oc2ccccc12. The result is 0 (inactive). (5) The molecule is CCOC(=O)CCCCCNc1nc(Cl)nc(Cl)n1. The result is 0 (inactive). (6) The compound is BrC1=CCC23CC=C(Br)C4CC2(COC3)CC1O4. The result is 0 (inactive).